From a dataset of Forward reaction prediction with 1.9M reactions from USPTO patents (1976-2016). Predict the product of the given reaction. Given the reactants [C:1]([O:5][C:6](=[O:33])[N:7]([C:17]1[S:21][N:20]=[C:19]([C:22]2[CH:27]=[CH:26][CH:25]=[C:24]([O:28][C:29]([F:32])([F:31])[F:30])[CH:23]=2)[N:18]=1)CC1C=CC(OC)=CC=1)([CH3:4])([CH3:3])[CH3:2].O, predict the reaction product. The product is: [C:1]([O:5][C:6](=[O:33])[NH:7][C:17]1[S:21][N:20]=[C:19]([C:22]2[CH:27]=[CH:26][CH:25]=[C:24]([O:28][C:29]([F:31])([F:32])[F:30])[CH:23]=2)[N:18]=1)([CH3:4])([CH3:2])[CH3:3].